From a dataset of Full USPTO retrosynthesis dataset with 1.9M reactions from patents (1976-2016). Predict the reactants needed to synthesize the given product. (1) Given the product [C:27]([O:13][C:11]1[N:10]([C:14]2[CH:19]=[CH:18][CH:17]=[CH:16][N:15]=2)[N:9]=[C:8]([C:5]2[CH:4]=[CH:3][C:2]([Br:1])=[CH:7][CH:6]=2)[CH:12]=1)(=[O:29])[CH3:28], predict the reactants needed to synthesize it. The reactants are: [Br:1][C:2]1[CH:7]=[CH:6][C:5]([C:8]2[CH:12]=[C:11]([OH:13])[N:10]([C:14]3[CH:19]=[CH:18][CH:17]=[CH:16][N:15]=3)[N:9]=2)=[CH:4][CH:3]=1.C(N(CC)CC)C.[C:27](Cl)(=[O:29])[CH3:28].O. (2) Given the product [NH2:28][C:27]1[CH:26]=[CH:25][CH:24]=[C:16]2[C:15]=1[CH:20]1[CH2:21][CH2:22][CH2:23][N:19]1[C:17]2=[O:18], predict the reactants needed to synthesize it. The reactants are: ClC1C([N+]([O-])=O)=CC=CC=1C(O)=O.Cl[C:15]1[C:27]([N+:28]([O-])=O)=[CH:26][CH:25]=[CH:24][C:16]=1[C:17]([N:19]1[CH:23]=[CH:22][CH:21]=[CH:20]1)=[O:18].S(Cl)(Cl)=O.N1C=CC=C1.C(N(CC)CC)C. (3) Given the product [C:1]([NH:5][S:6]([C:9]1[CH:10]=[N:11][N:12]2[C:17]([NH:18][C:19]3[CH:24]=[CH:23][CH:22]=[CH:21][C:20]=3[Cl:25])=[C:16]([C:26]([N:41]3[CH2:42][CH2:43][CH:38]([C:35]4[CH:34]=[CH:33][C:32]([F:31])=[CH:37][CH:36]=4)[CH2:39][CH2:40]3)=[O:28])[CH:15]=[N:14][C:13]=12)(=[O:8])=[O:7])([CH3:4])([CH3:3])[CH3:2], predict the reactants needed to synthesize it. The reactants are: [C:1]([NH:5][S:6]([C:9]1[CH:10]=[N:11][N:12]2[C:17]([NH:18][C:19]3[CH:24]=[CH:23][CH:22]=[CH:21][C:20]=3[Cl:25])=[C:16]([C:26]([O:28]CC)=O)[CH:15]=[N:14][C:13]=12)(=[O:8])=[O:7])([CH3:4])([CH3:3])[CH3:2].[F:31][C:32]1[CH:37]=[CH:36][C:35]([CH:38]2[CH2:43][CH2:42][NH:41][CH2:40][CH2:39]2)=[CH:34][CH:33]=1. (4) Given the product [F:1][C:2]1[CH:33]=[CH:32][C:5]([C:6]([C:8]2[N:9]=[C:10]([NH:18][C:19]3[CH:23]=[C:22]([CH3:24])[NH:21][N:20]=3)[C:11]3[C:16]([CH:17]=2)=[CH:15][CH:14]=[CH:13][CH:12]=3)=[O:7])=[CH:4][CH:3]=1, predict the reactants needed to synthesize it. The reactants are: [F:1][C:2]1[CH:33]=[CH:32][C:5]([C:6]([C:8]2[N:9]=[C:10]([NH:18][C:19]3[CH:23]=[C:22]([CH3:24])[N:21](C(OC(C)(C)C)=O)[N:20]=3)[C:11]3[C:16]([CH:17]=2)=[CH:15][CH:14]=[CH:13][CH:12]=3)=[O:7])=[CH:4][CH:3]=1.Cl.O1CCOCC1. (5) Given the product [CH3:1][N:2]([CH3:8])[CH:3]1[CH2:7][CH2:6][N:5]([C:26]2[C:27]3[S:31][C:30]([NH:32][C:33]([C:35]4[S:36][C:37]([CH3:40])=[CH:38][CH:39]=4)=[O:34])=[N:29][C:28]=3[C:23]([O:22][CH3:21])=[CH:24][CH:25]=2)[CH2:4]1, predict the reactants needed to synthesize it. The reactants are: [CH3:1][N:2]([CH3:8])[CH:3]1[CH2:7][CH2:6][NH:5][CH2:4]1.BrC1C=CC(OC)=C([N+]([O-])=O)C=1.[CH3:21][O:22][C:23]1[C:28]2[N:29]=[C:30]([NH:32][C:33]([C:35]3[S:36][C:37]([CH3:40])=[CH:38][CH:39]=3)=[O:34])[S:31][C:27]=2[C:26](N2CCOCC2)=[CH:25][CH:24]=1. (6) Given the product [OH:13][CH2:14][C:15]1[CH:16]=[C:17]([O:26][CH3:27])[C:18]([B:23]([OH:24])[OH:25])=[C:19]([O:21][CH3:22])[CH:20]=1, predict the reactants needed to synthesize it. The reactants are: C1(C)C=CC=CC=1.C(OC([O:13][CH2:14][C:15]1[CH:20]=[C:19]([O:21][CH3:22])[C:18]([B:23]([OH:25])[OH:24])=[C:17]([O:26][CH3:27])[CH:16]=1)C)C.Cl.